Dataset: Full USPTO retrosynthesis dataset with 1.9M reactions from patents (1976-2016). Task: Predict the reactants needed to synthesize the given product. (1) Given the product [Cl:22][C:17]1[CH:16]=[C:15]([NH:14][C:5]2[C:4]3[C:9](=[CH:10][CH:11]=[C:2]([NH:1][CH2:26][C:25]4[CH:28]=[CH:29][CH:30]=[CH:31][C:24]=4[OH:23])[CH:3]=3)[N:8]=[CH:7][C:6]=2[C:12]#[N:13])[CH:20]=[CH:19][C:18]=1[F:21], predict the reactants needed to synthesize it. The reactants are: [NH2:1][C:2]1[CH:3]=[C:4]2[C:9](=[CH:10][CH:11]=1)[N:8]=[CH:7][C:6]([C:12]#[N:13])=[C:5]2[NH:14][C:15]1[CH:20]=[CH:19][C:18]([F:21])=[C:17]([Cl:22])[CH:16]=1.[OH:23][C:24]1[CH:31]=[CH:30][CH:29]=[CH:28][C:25]=1[CH:26]=O.[BH3-]C#N.[Na+]. (2) Given the product [CH2:7]([O:14][C:15]1[CH:16]=[CH:17][C:18]([C:21]#[CH:22])=[CH:19][CH:20]=1)[C:8]1[CH:9]=[CH:10][CH:11]=[CH:12][CH:13]=1, predict the reactants needed to synthesize it. The reactants are: C(=O)([O-])[O-].[K+].[K+].[CH2:7]([O:14][C:15]1[CH:20]=[CH:19][C:18]([C:21]#[C:22][Si](C)(C)C)=[CH:17][CH:16]=1)[C:8]1[CH:13]=[CH:12][CH:11]=[CH:10][CH:9]=1. (3) Given the product [Br:15][CH:9]([C:8]([C:5]1[CH:4]=[CH:3][C:2]([F:1])=[CH:7][CH:6]=1)=[O:14])[C:10]([O:12][CH3:13])=[O:11], predict the reactants needed to synthesize it. The reactants are: [F:1][C:2]1[CH:7]=[CH:6][C:5]([C:8](=[O:14])[CH2:9][C:10]([O:12][CH3:13])=[O:11])=[CH:4][CH:3]=1.[Br:15]Br.C([O-])([O-])=O.[K+].[K+]. (4) The reactants are: [C:1]([N:4]1[CH:8]([C:9]([OH:11])=[O:10])[CH2:7][S:6][CH:5]1[C:12]1[CH:17]=[C:16]([O:18][C:19](=[O:21])[CH3:20])[CH:15]=[CH:14][C:13]=1[O:22][C:23](=[O:25])[CH3:24])(=[O:3])[CH3:2].Cl.N[C@H:28](C(O)=O)CS. Given the product [CH3:28][O:10][C:9]([CH:8]1[CH2:7][S:6][CH:5]([C:12]2[CH:17]=[C:16]([O:18][C:19](=[O:21])[CH3:20])[CH:15]=[CH:14][C:13]=2[O:22][C:23](=[O:25])[CH3:24])[N:4]1[C:1](=[O:3])[CH3:2])=[O:11], predict the reactants needed to synthesize it. (5) The reactants are: [Li+].[F:2][C:3]([F:23])([F:22])[C:4]1[CH:9]=[CH:8][C:7]([N:10]2[CH2:15][CH2:14][CH:13]([CH2:16][CH2:17][CH2:18][C:19]([O-])=[O:20])[CH2:12][CH2:11]2)=[CH:6][CH:5]=1.F[P-](F)(F)(F)(F)F.CN(C)C(ON1C2C=CC=CC=2N=N1)=[N+](C)C.Cl.[NH:49]1[CH2:54][CH2:53][CH:52]([NH:55][C:56]2[CH:63]=[CH:62][C:59]([C:60]#[N:61])=[C:58]([C:64]([F:67])([F:66])[F:65])[CH:57]=2)[CH2:51][CH2:50]1.C(N(C(C)C)CC)(C)C.[O-2].[Al+3].[O-2].[O-2].[Al+3]. Given the product [F:67][C:64]([F:65])([F:66])[C:58]1[CH:57]=[C:56]([NH:55][CH:52]2[CH2:53][CH2:54][N:49]([C:19](=[O:20])[CH2:18][CH2:17][CH2:16][CH:13]3[CH2:12][CH2:11][N:10]([C:7]4[CH:6]=[CH:5][C:4]([C:3]([F:23])([F:2])[F:22])=[CH:9][CH:8]=4)[CH2:15][CH2:14]3)[CH2:50][CH2:51]2)[CH:63]=[CH:62][C:59]=1[C:60]#[N:61], predict the reactants needed to synthesize it. (6) Given the product [C:28]([C:26]1[CH:27]=[C:22]([NH:21][C:20]2[C:8]3[C:9](=[CH:10][C:11]([O:12][CH2:13][CH2:14][O:15][CH3:16])=[C:6]([O:5][CH2:4][CH2:3][O:2][CH3:1])[C:7]=3[Cl:33])[N:17]=[CH:18][N:19]=2)[CH:23]=[CH:24][CH:25]=1)#[CH:29], predict the reactants needed to synthesize it. The reactants are: [CH3:1][O:2][CH2:3][CH2:4][O:5][C:6]1[CH:7]=[C:8]2[C:20]([NH:21][C:22]3[CH:23]=[CH:24][CH:25]=[C:26]([C:28]#[CH:29])[CH:27]=3)=[N:19][CH:18]=[N:17][C:9]2=[CH:10][C:11]=1[O:12][CH2:13][CH2:14][O:15][CH3:16].N#N.C(Cl)[Cl:33]. (7) Given the product [C:15]([C:23]1[CH:18]=[CH:19][C:20](/[CH:31]=[CH:42]/[C:41]([NH:11][C:8]2[CH:9]=[C:10]3[C:5]([C:4]([CH3:13])([CH3:12])[CH2:3][N:2]3[CH3:1])=[CH:6][CH:7]=2)=[O:40])=[CH:21][CH:22]=1)([CH3:27])([CH3:16])[CH3:14], predict the reactants needed to synthesize it. The reactants are: [CH3:1][N:2]1[C:10]2[C:5](=[CH:6][CH:7]=[C:8]([NH2:11])[CH:9]=2)[C:4]([CH3:13])([CH3:12])[CH2:3]1.[CH3:14][C:15]1([CH3:27])[C:23]2[C:18](=[CH:19][C:20]([N+]([O-])=O)=[CH:21][CH:22]=2)N[CH2:16]1.[H-].[Na+].I[CH3:31].O.O.[Sn](Cl)Cl.Cl.C([O:40][CH2:41][CH3:42])C. (8) Given the product [CH3:1][O:2][C@H:3]([C@@H:14]([CH3:20])[C@@H:15]([O:18][CH3:19])[C:16]#[CH:17])[C@@H:4]([CH3:13])[CH2:5][OH:6], predict the reactants needed to synthesize it. The reactants are: [CH3:1][O:2][C@H:3]([C@@H:14]([CH3:20])[C@@H:15]([O:18][CH3:19])[C:16]#[CH:17])[C@@H:4]([CH3:13])[CH2:5][O:6]C(=O)C(C)(C)C.C[O-].[Na+]. (9) Given the product [Br:10][C:11]1[CH:16]=[C:15]([F:17])[C:14]([O:18][CH2:19][CH2:20][OH:21])=[CH:13][C:12]=1[CH2:29][C:30]([N:32]1[CH:37]=[CH:36][C:35](=[O:38])[CH2:34][C@H:33]1[C:39]1[CH:40]=[CH:41][C:42]([F:45])=[CH:43][CH:44]=1)=[O:31], predict the reactants needed to synthesize it. The reactants are: C(O)(=O)C.C1COCC1.[Br:10][C:11]1[CH:16]=[C:15]([F:17])[C:14]([O:18][CH2:19][CH2:20][O:21][Si](C(C)(C)C)(C)C)=[CH:13][C:12]=1[CH2:29][C:30]([N:32]1[CH:37]=[CH:36][C:35](=[O:38])[CH2:34][CH:33]1[C:39]1[CH:44]=[CH:43][C:42]([F:45])=[CH:41][CH:40]=1)=[O:31].